From a dataset of Full USPTO retrosynthesis dataset with 1.9M reactions from patents (1976-2016). Predict the reactants needed to synthesize the given product. Given the product [C:31]([O:35][CH2:29][C:3]1[C:2]([Cl:1])=[CH:28][C:6]2[N:7]([C:12]3[CH:17]=[CH:16][C:15]([CH2:18][CH2:19][O:20][Si:21]([C:24]([CH3:27])([CH3:26])[CH3:25])([CH3:22])[CH3:23])=[CH:14][CH:13]=3)[C:8]([CH2:10][CH3:11])=[N:9][C:5]=2[CH:4]=1)(=[O:34])[CH2:32][CH3:33], predict the reactants needed to synthesize it. The reactants are: [Cl:1][C:2]1[C:3]([CH2:29]Cl)=[CH:4][C:5]2[N:9]=[C:8]([CH2:10][CH3:11])[N:7]([C:12]3[CH:17]=[CH:16][C:15]([CH2:18][CH2:19][O:20][Si:21]([C:24]([CH3:27])([CH3:26])[CH3:25])([CH3:23])[CH3:22])=[CH:14][CH:13]=3)[C:6]=2[CH:28]=1.[C:31]([OH:35])(=[O:34])[CH2:32][CH3:33].C([O-])(O)=O.[Na+].O.